This data is from NCI-60 drug combinations with 297,098 pairs across 59 cell lines. The task is: Regression. Given two drug SMILES strings and cell line genomic features, predict the synergy score measuring deviation from expected non-interaction effect. (1) Drug 1: C1=CC(=CC=C1CCCC(=O)O)N(CCCl)CCCl. Drug 2: CCCCC(=O)OCC(=O)C1(CC(C2=C(C1)C(=C3C(=C2O)C(=O)C4=C(C3=O)C=CC=C4OC)O)OC5CC(C(C(O5)C)O)NC(=O)C(F)(F)F)O. Cell line: OVCAR-4. Synergy scores: CSS=-1.13, Synergy_ZIP=-1.57, Synergy_Bliss=-4.15, Synergy_Loewe=-7.03, Synergy_HSA=-4.57. (2) Drug 1: C1CCC(CC1)NC(=O)N(CCCl)N=O. Drug 2: C1CCC(C(C1)N)N.C(=O)(C(=O)[O-])[O-].[Pt+4]. Cell line: LOX IMVI. Synergy scores: CSS=22.0, Synergy_ZIP=-7.22, Synergy_Bliss=-10.1, Synergy_Loewe=-7.73, Synergy_HSA=-7.18. (3) Synergy scores: CSS=-0.545, Synergy_ZIP=0.718, Synergy_Bliss=1.50, Synergy_Loewe=-1.45, Synergy_HSA=-2.16. Drug 2: CC12CCC3C(C1CCC2OP(=O)(O)O)CCC4=C3C=CC(=C4)OC(=O)N(CCCl)CCCl.[Na+]. Cell line: HT29. Drug 1: CC(C)(C#N)C1=CC(=CC(=C1)CN2C=NC=N2)C(C)(C)C#N. (4) Cell line: SK-OV-3. Drug 1: CS(=O)(=O)CCNCC1=CC=C(O1)C2=CC3=C(C=C2)N=CN=C3NC4=CC(=C(C=C4)OCC5=CC(=CC=C5)F)Cl. Drug 2: C1=NC2=C(N1)C(=S)N=CN2. Synergy scores: CSS=25.3, Synergy_ZIP=-8.86, Synergy_Bliss=-1.85, Synergy_Loewe=-5.60, Synergy_HSA=0.901. (5) Drug 1: C(CC(=O)O)C(=O)CN.Cl. Drug 2: CC(C)NC(=O)C1=CC=C(C=C1)CNNC.Cl. Cell line: ACHN. Synergy scores: CSS=1.85, Synergy_ZIP=1.86, Synergy_Bliss=6.23, Synergy_Loewe=0.350, Synergy_HSA=0.356.